This data is from Forward reaction prediction with 1.9M reactions from USPTO patents (1976-2016). The task is: Predict the product of the given reaction. (1) Given the reactants CC1(C)[O:7][C:6](=[O:8])[CH:5]([CH2:9][C:10]2[CH:15]=[CH:14][C:13]([C:16]([F:19])([F:18])[F:17])=[CH:12][CH:11]=2)[C:4](=[O:20])[O:3]1, predict the reaction product. The product is: [F:17][C:16]([F:18])([F:19])[C:13]1[CH:14]=[CH:15][C:10]([CH2:9][CH:5]([C:6]([OH:8])=[O:7])[C:4]([OH:20])=[O:3])=[CH:11][CH:12]=1. (2) Given the reactants IC.[F:3][C:4]1[C:9]2[NH:10][C:11](=[O:13])[O:12][C:8]=2[CH:7]=[C:6]([N+:14]([O-:16])=[O:15])[CH:5]=1.N12CCCN=C1CCCC[CH2:18]2, predict the reaction product. The product is: [F:3][C:4]1[C:9]2[N:10]([CH3:18])[C:11](=[O:13])[O:12][C:8]=2[CH:7]=[C:6]([N+:14]([O-:16])=[O:15])[CH:5]=1. (3) Given the reactants C([N:8]1[CH2:13][CH2:12][N:11]([CH2:14][C:15]([NH:17][CH3:18])=[O:16])[CH2:10][CH2:9]1)C1C=CC=CC=1, predict the reaction product. The product is: [CH3:18][NH:17][C:15](=[O:16])[CH2:14][N:11]1[CH2:10][CH2:9][NH:8][CH2:13][CH2:12]1. (4) Given the reactants Cl[CH2:2][C:3]([NH:5][C:6]1[CH:7]=[C:8]([CH:12]=[CH:13][C:14]=1[O:15][C:16]([F:19])([F:18])[F:17])[C:9]([OH:11])=[O:10])=[O:4].[NH:20]1[CH2:25][CH2:24][O:23][CH2:22][CH2:21]1.C(N(CC)CC)C.[I-].[K+], predict the reaction product. The product is: [N:20]1([CH2:2][C:3]([NH:5][C:6]2[CH:7]=[C:8]([CH:12]=[CH:13][C:14]=2[O:15][C:16]([F:19])([F:18])[F:17])[C:9]([OH:11])=[O:10])=[O:4])[CH2:25][CH2:24][O:23][CH2:22][CH2:21]1. (5) Given the reactants [CH2:1]([O:8][C:9]1[CH:14]=[CH:13][C:12]([N:15]2[CH2:20][CH2:19][N:18]([C:21](=[O:48])[CH2:22][NH:23][C:24](=[O:47])[C:25]3[CH:30]=[CH:29][CH:28]=[C:27]([O:31][CH:32]4[CH2:35][CH:34](OS(C5C(C)=CC=CC=5)(=O)=O)[CH2:33]4)[CH:26]=3)[CH2:17][CH2:16]2)=[CH:11][CH:10]=1)[C:2]1[CH:7]=[CH:6][CH:5]=[CH:4][CH:3]=1.O.O.O.[F-:52].C([N+](CCCC)(CCCC)CCCC)CCC, predict the reaction product. The product is: [CH2:1]([O:8][C:9]1[CH:14]=[CH:13][C:12]([N:15]2[CH2:20][CH2:19][N:18]([C:21](=[O:48])[CH2:22][NH:23][C:24](=[O:47])[C:25]3[CH:30]=[CH:29][CH:28]=[C:27]([O:31][C@H:32]4[CH2:35][C@@H:34]([F:52])[CH2:33]4)[CH:26]=3)[CH2:17][CH2:16]2)=[CH:11][CH:10]=1)[C:2]1[CH:7]=[CH:6][CH:5]=[CH:4][CH:3]=1. (6) Given the reactants Cl[C:2]1[N:7]=[CH:6][C:5]([C:8]([N:10]([CH3:33])[C:11]2[CH:16]=[CH:15][C:14]([CH2:17][N:18]3[CH2:23][CH2:22][N:21]([C:24]([O:26][C:27]([CH3:30])([CH3:29])[CH3:28])=[O:25])[C@@H:20]([CH3:31])[CH2:19]3)=[C:13]([F:32])[CH:12]=2)=[O:9])=[CH:4][CH:3]=1.[F:34][C:35]1[CH:40]=[CH:39][C:38]([OH:41])=[CH:37][CH:36]=1, predict the reaction product. The product is: [F:32][C:13]1[CH:12]=[C:11]([N:10]([C:8]([C:5]2[CH:6]=[N:7][C:2]([O:41][C:38]3[CH:39]=[CH:40][C:35]([F:34])=[CH:36][CH:37]=3)=[CH:3][CH:4]=2)=[O:9])[CH3:33])[CH:16]=[CH:15][C:14]=1[CH2:17][N:18]1[CH2:23][CH2:22][N:21]([C:24]([O:26][C:27]([CH3:30])([CH3:29])[CH3:28])=[O:25])[C@@H:20]([CH3:31])[CH2:19]1.